This data is from NCI-60 drug combinations with 297,098 pairs across 59 cell lines. The task is: Regression. Given two drug SMILES strings and cell line genomic features, predict the synergy score measuring deviation from expected non-interaction effect. Drug 1: CC12CCC3C(C1CCC2=O)CC(=C)C4=CC(=O)C=CC34C. Drug 2: C1=NC2=C(N1)C(=S)N=C(N2)N. Cell line: SR. Synergy scores: CSS=64.5, Synergy_ZIP=-3.28, Synergy_Bliss=-8.88, Synergy_Loewe=-8.10, Synergy_HSA=-6.97.